This data is from Peptide-MHC class II binding affinity with 134,281 pairs from IEDB. The task is: Regression. Given a peptide amino acid sequence and an MHC pseudo amino acid sequence, predict their binding affinity value. This is MHC class II binding data. (1) The binding affinity (normalized) is 0.744. The peptide sequence is GYKVLVLNPSV. The MHC is DRB1_0101 with pseudo-sequence DRB1_0101. (2) The peptide sequence is NISGYNYSLSAAVKA. The MHC is DRB1_0101 with pseudo-sequence DRB1_0101. The binding affinity (normalized) is 1.00.